Dataset: Reaction yield outcomes from USPTO patents with 853,638 reactions. Task: Predict the reaction yield, written as a fraction of the theoretical maximum amount of product (1.0 means a 100% yield; for example, 0.34 means a 34% yield). The reactants are C[NH:2]N.C[CH2:5][N:6]([CH:10]([CH3:12])[CH3:11])[CH:7](C)C.O.O.O.[Cl-].[CH3:17][C:18]1[SH+:19][CH:20]=[CH:21][CH:22]=[CH:23][CH:24]=[CH:25][CH:26]=1.CNN.[C:30]([O:33]C(=O)C)(=O)[CH3:31].C[CH2:38][N:39]([CH:43](C)C)C(C)C. The catalyst is C(#N)C. The product is [CH3:38][N:39]([CH3:43])[C:25]1[CH:24]=[CH:23][C:17]2[N:2]([C:30](=[O:33])[CH3:31])[C:21]3[C:20]([S:19][C:18]=2[CH:26]=1)=[CH:12][C:10]([N:6]([CH3:5])[CH3:7])=[CH:11][CH:22]=3. The yield is 0.640.